Dataset: Reaction yield outcomes from USPTO patents with 853,638 reactions. Task: Predict the reaction yield, written as a fraction of the theoretical maximum amount of product (1.0 means a 100% yield; for example, 0.34 means a 34% yield). The reactants are [N:1]1[CH:2]=[CH:3][N:4]2[CH:9]=[CH:8][CH:7]=[C:6]([CH2:10][O:11][C:12]3[C:13]([CH:19]=[O:20])=[CH:14][C:15](=[O:18])[NH:16][CH:17]=3)[C:5]=12.Cl[C:22]([F:27])([F:26])C([O-])=O.[Na+]. The catalyst is CC#N. The product is [F:26][CH:22]([F:27])[O:18][C:15]1[CH:14]=[C:13]([C:12]([O:11][CH2:10][C:6]2[C:5]3[N:4]([CH:3]=[CH:2][N:1]=3)[CH:9]=[CH:8][CH:7]=2)=[CH:17][N:16]=1)[CH:19]=[O:20]. The yield is 0.0500.